This data is from Forward reaction prediction with 1.9M reactions from USPTO patents (1976-2016). The task is: Predict the product of the given reaction. (1) Given the reactants [CH:1]1([C:4]#[CH:5])[CH2:3][CH2:2]1.C1(P(C2C=CC=CC=2)C2C=CC=CC=2)C=CC=CC=1.Br[C:26]1[S:30][C:29]([S:31]([NH:34][CH2:35][C:36]2[C:45]3[C:40](=[CH:41][CH:42]=[CH:43][CH:44]=3)[N:39]=[CH:38][CH:37]=2)(=[O:33])=[O:32])=[CH:28][CH:27]=1.O, predict the reaction product. The product is: [CH:1]1([C:4]#[C:5][C:26]2[S:30][C:29]([S:31]([NH:34][CH2:35][C:36]3[C:45]4[C:40](=[CH:41][CH:42]=[CH:43][CH:44]=4)[N:39]=[CH:38][CH:37]=3)(=[O:33])=[O:32])=[CH:28][CH:27]=2)[CH2:3][CH2:2]1. (2) Given the reactants [F:1][C:2]1[CH:7]=[C:6]([F:8])[CH:5]=[CH:4][C:3]=1[N:9]1[C:17](=[O:18])[C:16]2[C@@H:15]3[C:19]([CH3:21])([CH3:20])[C@@:12]([CH3:22])([CH2:13][CH2:14]3)[C:11]=2[NH:10]1.[F:23][C:24]([F:34])([F:33])[C:25]1[CH:32]=[CH:31][C:28]([CH2:29]Br)=[CH:27][CH:26]=1.ClCCl.O, predict the reaction product. The product is: [F:1][C:2]1[CH:7]=[C:6]([F:8])[CH:5]=[CH:4][C:3]=1[N:9]1[C:17](=[O:18])[C:16]2[C@@H:15]3[C:19]([CH3:21])([CH3:20])[C@@:12]([CH3:22])([CH2:13][CH2:14]3)[C:11]=2[N:10]1[CH2:29][C:28]1[CH:27]=[CH:26][C:25]([C:24]([F:23])([F:33])[F:34])=[CH:32][CH:31]=1. (3) Given the reactants Br[C:2]1[CH:7]=[CH:6][C:5]([O:8][CH2:9][CH2:10][CH2:11][S:12]([CH3:15])(=[O:14])=[O:13])=[CH:4][C:3]=1[CH3:16].[B:17]1([B:17]2[O:21][C:20]([CH3:23])([CH3:22])[C:19]([CH3:25])([CH3:24])[O:18]2)[O:21][C:20]([CH3:23])([CH3:22])[C:19]([CH3:25])([CH3:24])[O:18]1.CC([O-])=O.[K+], predict the reaction product. The product is: [CH3:15][S:12]([CH2:11][CH2:10][CH2:9][O:8][C:5]1[CH:6]=[CH:7][C:2]([B:17]2[O:21][C:20]([CH3:23])([CH3:22])[C:19]([CH3:25])([CH3:24])[O:18]2)=[C:3]([CH3:16])[CH:4]=1)(=[O:14])=[O:13]. (4) Given the reactants O1CCCC1.[F:6][C:7]1[CH:32]=[C:31]([N+:33]([O-])=O)[CH:30]=[CH:29][C:8]=1[O:9][C:10]1[N:15]=[CH:14][N:13]=[C:12]([NH:16][C:17]([N:19]2[CH2:24][CH2:23][CH:22]([CH2:25][N:26]([CH3:28])[CH3:27])[CH2:21][CH2:20]2)=[O:18])[CH:11]=1.[H][H], predict the reaction product. The product is: [NH2:33][C:31]1[CH:30]=[CH:29][C:8]([O:9][C:10]2[N:15]=[CH:14][N:13]=[C:12]([NH:16][C:17]([N:19]3[CH2:20][CH2:21][CH:22]([CH2:25][N:26]([CH3:28])[CH3:27])[CH2:23][CH2:24]3)=[O:18])[CH:11]=2)=[C:7]([F:6])[CH:32]=1. (5) Given the reactants C([N:8]1[C:16]([C:17]2[CH:22]=[CH:21][CH:20]=[CH:19][CH:18]=2)=[N:15][C:14]2[C:9]1=[N:10][CH:11]=[N:12][C:13]=2[O:23][C@@H:24]1[CH2:28][C@@H:27]([CH2:29][O:30][Si](C(C)(C)C)(C)C)[C@@H:26]([O:38][Si:39]([C:42]([CH3:45])([CH3:44])[CH3:43])([CH3:41])[CH3:40])[CH2:25]1)C1C=CC=CC=1.C(O)=O.CO, predict the reaction product. The product is: [Si:39]([O:38][C@H:26]1[CH2:25][C@H:24]([O:23][C:13]2[N:12]=[CH:11][N:10]=[C:9]3[C:14]=2[N:15]=[C:16]([C:17]2[CH:18]=[CH:19][CH:20]=[CH:21][CH:22]=2)[NH:8]3)[CH2:28][C@H:27]1[CH2:29][OH:30])([C:42]([CH3:43])([CH3:44])[CH3:45])([CH3:40])[CH3:41]. (6) Given the reactants [CH3:1][O:2][C:3](=[O:14])[CH2:4][CH2:5][C:6]1[CH:11]=[CH:10][C:9]([CH3:12])=[CH:8][C:7]=1[CH3:13], predict the reaction product. The product is: [CH3:1][O:2][C:3](=[O:14])[CH:4]=[CH:5][C:6]1[CH:11]=[CH:10][C:9]([CH3:12])=[CH:8][C:7]=1[CH3:13]. (7) Given the reactants [Cl:1][CH2:2][CH:3]([OH:6])[CH2:4][OH:5].[CH3:7][N:8]([CH3:16])[CH2:9][CH:10]([CH3:15])[O:11][CH2:12][CH2:13][OH:14], predict the reaction product. The product is: [Cl-:1].[OH:6][CH:3]([CH2:4][OH:5])[CH2:2][N+:8]([CH2:9][CH:10]([O:11][CH2:12][CH2:13][OH:14])[CH3:15])([CH3:16])[CH3:7]. (8) Given the reactants F[C:2]1[CH:7]=[CH:6][C:5]([C:8]2[CH:9]=[N:10][N:11]([CH3:13])[CH:12]=2)=[CH:4][C:3]=1[N+:14]([O-:16])=[O:15].[NH2:17][C:18]1[CH:19]=[C:20]([NH:25][C:26](=[O:28])[CH3:27])[CH:21]=[C:22]([Br:24])[CH:23]=1.[F-].[K+], predict the reaction product. The product is: [Br:24][C:22]1[CH:21]=[C:20]([NH:25][C:26](=[O:28])[CH3:27])[CH:19]=[C:18]([NH:17][C:2]2[CH:7]=[CH:6][C:5]([C:8]3[CH:9]=[N:10][N:11]([CH3:13])[CH:12]=3)=[CH:4][C:3]=2[N+:14]([O-:16])=[O:15])[CH:23]=1.